This data is from Peptide-MHC class I binding affinity with 185,985 pairs from IEDB/IMGT. The task is: Regression. Given a peptide amino acid sequence and an MHC pseudo amino acid sequence, predict their binding affinity value. This is MHC class I binding data. (1) The peptide sequence is AENCYNLEI. The MHC is HLA-A29:02 with pseudo-sequence HLA-A29:02. The binding affinity (normalized) is 0.0847. (2) The peptide sequence is ATVANVFLY. The MHC is HLA-A23:01 with pseudo-sequence HLA-A23:01. The binding affinity (normalized) is 0. (3) The peptide sequence is NRDVSFQDL. The MHC is HLA-A02:01 with pseudo-sequence HLA-A02:01. The binding affinity (normalized) is 0.0847. (4) The peptide sequence is VYRGTTTYKL. The MHC is HLA-A29:02 with pseudo-sequence HLA-A29:02. The binding affinity (normalized) is 0.503. (5) The peptide sequence is SLCPTKKLV. The MHC is HLA-A68:02 with pseudo-sequence HLA-A68:02. The binding affinity (normalized) is 0.358. (6) The peptide sequence is QTSVFSATV. The MHC is HLA-A02:01 with pseudo-sequence HLA-A02:01. The binding affinity (normalized) is 0.314.